Dataset: Forward reaction prediction with 1.9M reactions from USPTO patents (1976-2016). Task: Predict the product of the given reaction. Given the reactants [Br:1][C:2]1[CH:3]=[C:4]([NH:13][CH2:14][C:15]2[C:20]([CH3:21])=[CH:19][CH:18]=[CH:17][C:16]=2[CH3:22])[C:5]2[N:9]=[C:8]([CH3:10])[N:7]([OH:11])[C:6]=2[CH:12]=1.[C:23](=O)([O-])[O-].[K+].[K+].CI, predict the reaction product. The product is: [Br:1][C:2]1[CH:3]=[C:4]([NH:13][CH2:14][C:15]2[C:20]([CH3:21])=[CH:19][CH:18]=[CH:17][C:16]=2[CH3:22])[C:5]2[N:9]=[C:8]([CH3:10])[N:7]([O:11][CH3:23])[C:6]=2[CH:12]=1.